Dataset: Forward reaction prediction with 1.9M reactions from USPTO patents (1976-2016). Task: Predict the product of the given reaction. (1) The product is: [N+:40]([C:39]1[C:34]([NH:23][CH2:22][C:16]2([C:13]3[CH:14]=[CH:15][C:10]([O:9][CH2:8][CH2:7][CH2:6][N:1]4[CH2:5][CH2:4][CH2:3][CH2:2]4)=[CH:11][CH:12]=3)[CH2:17][CH2:18][O:19][CH2:20][CH2:21]2)=[N:35][CH:36]=[CH:37][CH:38]=1)([O-:42])=[O:41]. Given the reactants [N:1]1([CH2:6][CH2:7][CH2:8][O:9][C:10]2[CH:15]=[CH:14][C:13]([C:16]3([CH2:22][NH2:23])[CH2:21][CH2:20][O:19][CH2:18][CH2:17]3)=[CH:12][CH:11]=2)[CH2:5][CH2:4][CH2:3][CH2:2]1.CCN(C(C)C)C(C)C.Cl[C:34]1[C:39]([N+:40]([O-:42])=[O:41])=[CH:38][CH:37]=[CH:36][N:35]=1, predict the reaction product. (2) Given the reactants [F:1][C:2]([F:10])([F:9])[C:3]1([CH2:6][CH2:7][OH:8])[CH2:5][CH2:4]1.[Cl:11][C:12]1[N:17]=[C:16]([CH2:18][N:19]2[C:27](=[O:28])[C:26]3[C:21](=[CH:22][CH:23]=[CH:24][CH:25]=3)[C:20]2=[O:29])[CH:15]=[C:14](Cl)[N:13]=1.CC1(C)C2C(=C(P(C3C=CC=CC=3)C3C=CC=CC=3)C=CC=2)OC2C(P(C3C=CC=CC=3)C3C=CC=CC=3)=CC=CC1=2.C([O-])([O-])=O.[Cs+].[Cs+], predict the reaction product. The product is: [Cl:11][C:12]1[N:17]=[C:16]([CH2:18][N:19]2[C:27](=[O:28])[C:26]3[C:21](=[CH:22][CH:23]=[CH:24][CH:25]=3)[C:20]2=[O:29])[CH:15]=[C:14]([O:8][CH2:7][CH2:6][C:3]2([C:2]([F:10])([F:9])[F:1])[CH2:5][CH2:4]2)[N:13]=1. (3) Given the reactants [CH:1]12[CH2:10][CH:5]3[CH2:6][CH:7]([CH2:9][CH:3]([CH2:4]3)[CH:2]1[N:11]1[CH:15]=[C:14]([CH:16]([CH3:18])[CH3:17])[NH:13][C:12]1=[O:19])[CH2:8]2.Cl.Cl[CH2:22][C:23]1[CH:28]=[CH:27][CH:26]=[CH:25][N:24]=1.[H-].[Na+].Cl, predict the reaction product. The product is: [CH:1]12[CH2:8][CH:7]3[CH2:6][CH:5]([CH2:4][CH:3]([CH2:9]3)[CH:2]1[N:11]1[CH:15]=[C:14]([CH:16]([CH3:17])[CH3:18])[N:13]([CH2:22][C:23]3[CH:28]=[CH:27][CH:26]=[CH:25][N:24]=3)[C:12]1=[O:19])[CH2:10]2. (4) The product is: [CH2:33]([O:32][P:30]([C:13]1[S:12][C:11]2[CH:15]=[CH:16][C:8]([CH2:7][C:6]3[CH:17]=[CH:18][C:3]([CH2:1][CH3:2])=[CH:4][CH:5]=3)=[CH:9][C:10]=2[CH:14]=1)(=[O:31])[O:35][CH2:36][CH3:37])[CH3:34]. Given the reactants [CH2:1]([C:3]1[CH:18]=[CH:17][C:6]([CH2:7][C:8]2[CH:16]=[CH:15][C:11]3[S:12][CH:13]=[CH:14][C:10]=3[CH:9]=2)=[CH:5][CH:4]=1)[CH3:2].C([Li])CCC.CCCCCC.[P:30](Cl)([O:35][CH2:36][CH3:37])([O:32][CH2:33][CH3:34])=[O:31], predict the reaction product. (5) Given the reactants [Cl:1][C:2]1[CH:3]=[CH:4][C:5]2[C:17](=O)[C:10]3=[N:11][CH:12]=[C:13]([O:15][CH3:16])[CH:14]=[C:9]3[CH2:8][CH2:7][C:6]=2[CH:19]=1.FC1C=CC2CC[C:27]3[C:28](C(=O)C=2C=1)=[N:29][CH:30]=[CH:31][CH:32]=3, predict the reaction product. The product is: [Cl:1][C:2]1[CH:3]=[CH:4][C:5]2[C:17](=[C:32]3[CH2:31][CH2:30][NH:29][CH2:28][CH2:27]3)[C:10]3=[N:11][CH:12]=[C:13]([O:15][CH3:16])[CH:14]=[C:9]3[CH2:8][CH2:7][C:6]=2[CH:19]=1. (6) Given the reactants NC1(C2C=CC(C3C(=O)C4C(=CC=C(F)C=4)OC=3C3C=CC=CC=3)=CC=2)CCC1.C(OC(=O)[NH:36][C:37]1([C:41]2[CH:46]=[CH:45][C:44]([C:47]3[C:56](=[O:57])[C:55]4[C:50](=[CH:51][CH:52]=[C:53]([N:58]5[CH2:63][CH2:62][N:61]([CH3:64])[CH2:60][CH2:59]5)[CH:54]=4)[O:49][C:48]=3[C:65]3[CH:70]=[CH:69][CH:68]=[CH:67][CH:66]=3)=[CH:43][CH:42]=2)[CH2:40][CH2:39][CH2:38]1)(C)(C)C, predict the reaction product. The product is: [NH2:36][C:37]1([C:41]2[CH:42]=[CH:43][C:44]([C:47]3[C:56](=[O:57])[C:55]4[C:50](=[CH:51][CH:52]=[C:53]([N:58]5[CH2:63][CH2:62][N:61]([CH3:64])[CH2:60][CH2:59]5)[CH:54]=4)[O:49][C:48]=3[C:65]3[CH:70]=[CH:69][CH:68]=[CH:67][CH:66]=3)=[CH:45][CH:46]=2)[CH2:38][CH2:39][CH2:40]1. (7) Given the reactants [CH2:1]([C:3]1[C:4](=[O:26])[N:5]=[C:6]([CH2:17][CH2:18][C:19]2[CH:24]=[CH:23][C:22]([F:25])=[CH:21][CH:20]=2)[N:7]([CH2:9][C:10]([O:12]C(C)(C)C)=[O:11])[CH:8]=1)[CH3:2], predict the reaction product. The product is: [CH2:1]([C:3]1[C:4](=[O:26])[N:5]=[C:6]([CH2:17][CH2:18][C:19]2[CH:24]=[CH:23][C:22]([F:25])=[CH:21][CH:20]=2)[N:7]([CH2:9][C:10]([OH:12])=[O:11])[CH:8]=1)[CH3:2].